This data is from Forward reaction prediction with 1.9M reactions from USPTO patents (1976-2016). The task is: Predict the product of the given reaction. (1) Given the reactants Br[C:2]1[CH:3]=[N:4][CH:5]=[C:6]([O:8][CH2:9][C@H:10]2[CH2:14][CH2:13][CH2:12][N:11]2[C:15]([O:17][C:18]([CH3:21])([CH3:20])[CH3:19])=[O:16])[CH:7]=1.[C:22]1([CH2:28][CH2:29][CH2:30][CH2:31][CH:32]2[CH2:37][CH2:36][NH:35][CH2:34][CH2:33]2)[CH:27]=[CH:26][CH:25]=[CH:24][CH:23]=1.CC(C)([O-])C.[K+], predict the reaction product. The product is: [C:18]([O:17][C:15]([N:11]1[CH2:12][CH2:13][CH2:14][C@H:10]1[CH2:9][O:8][C:6]1[CH:5]=[N:4][CH:3]=[C:2]([N:35]2[CH2:36][CH2:37][CH:32]([CH2:31][CH2:30][CH2:29][CH2:28][C:22]3[CH:23]=[CH:24][CH:25]=[CH:26][CH:27]=3)[CH2:33][CH2:34]2)[CH:7]=1)=[O:16])([CH3:21])([CH3:20])[CH3:19]. (2) Given the reactants [CH3:1][CH2:2][C@@H:3]([C@@H:5]1[NH:34][C:32](=[O:33])[CH2:31][NH:30][C:28](=[O:29])[C@H:27]2[NH:35][C:36]([C@H:38]([C@H:58]([C@@H:60]([OH:63])[CH2:61][OH:62])[CH3:59])[NH:39][C:40]([C@H:42]3[N:46]([C:47]([C@H:49]([CH2:53][C:54]([NH2:56])=[O:55])[NH:50][C:51](=[O:52])[C@@H:13]([CH2:14][S+:15]([O-:64])[C:16]4[NH:24][C:23]5[CH:22]=[C:21]([OH:25])[CH:20]=[CH:19][C:18]=5[C:17]=4[CH2:26]2)[NH:12][C:10](=[O:11])[CH2:9][NH:8][C:6]1=[O:7])=[O:48])[CH2:45][C@H:44]([OH:57])[CH2:43]3)=[O:41])=[O:37])[CH3:4].[O:65]=P12OP3(OP(OP(O3)(O1)=O)(=O)O2)=O.[C:79]1(=[O:86])[O:85][C:83](=[O:84])[CH2:82][CH2:81][CH2:80]1, predict the reaction product. The product is: [CH3:1][CH2:2][C@@H:3]([C@@H:5]1[NH:34][C:32](=[O:33])[CH2:31][NH:30][C:28](=[O:29])[C@H:27]2[NH:35][C:36]([C@H:38]([C@H:58]([C@@H:60]([OH:63])[CH2:61][OH:62])[CH3:59])[NH:39][C:40]([C@H:42]3[N:46]([C:47]([C@H:49]([CH2:53][C:54]([NH2:56])=[O:55])[NH:50][C:51](=[O:52])[C@@H:13]([CH2:14][S+:15]([O-:64])[C:16]4[NH:24][C:23]5[CH:22]=[C:21]([OH:25])[CH:20]=[CH:19][C:18]=5[C:17]=4[CH2:26]2)[NH:12][C:10](=[O:11])[CH2:9][NH:8][C:6]1=[O:7])=[O:48])[CH2:45][C@H:44]([OH:57])[CH2:43]3)=[O:41])=[O:37])[CH3:4].[C:79]([O-:85])(=[O:86])[CH2:80][CH2:81][CH2:82][C:83]([O-:65])=[O:84]. (3) Given the reactants F[C:2]1[CH:8]=[CH:7][C:6]([N+:9]([O-:11])=[O:10])=[CH:5][C:3]=1[NH2:4].C(=O)([O-])[O-].[K+].[K+].[CH3:18][NH2:19].O, predict the reaction product. The product is: [CH3:18][NH:19][C:2]1[C:3]([NH2:4])=[CH:5][C:6]([N+:9]([O-:11])=[O:10])=[CH:7][CH:8]=1.